Dataset: Forward reaction prediction with 1.9M reactions from USPTO patents (1976-2016). Task: Predict the product of the given reaction. (1) Given the reactants CC1(C)C(C)(C)OB([C:9]2[CH:10]=[C:11]3[C:15](=[CH:16][CH:17]=2)[N:14]([C:18]([O:20][C:21]([CH3:24])([CH3:23])[CH3:22])=[O:19])[CH:13]=[CH:12]3)O1.Br[C:27]1[C:28]([N:47]([CH3:52])[S:48]([CH3:51])(=[O:50])=[O:49])=[CH:29][C:30]2[O:34][C:33]([C:35]3[CH:40]=[CH:39][C:38]([F:41])=[CH:37][CH:36]=3)=[C:32]([C:42]([NH:44][CH3:45])=[O:43])[C:31]=2[CH:46]=1.[O-]P([O-])([O-])=O.[K+].[K+].[K+], predict the reaction product. The product is: [F:41][C:38]1[CH:39]=[CH:40][C:35]([C:33]2[O:34][C:30]3[CH:29]=[C:28]([N:47]([CH3:52])[S:48]([CH3:51])(=[O:49])=[O:50])[C:27]([C:9]4[CH:10]=[C:11]5[C:15](=[CH:16][CH:17]=4)[N:14]([C:18]([O:20][C:21]([CH3:22])([CH3:23])[CH3:24])=[O:19])[CH:13]=[CH:12]5)=[CH:46][C:31]=3[C:32]=2[C:42](=[O:43])[NH:44][CH3:45])=[CH:36][CH:37]=1. (2) Given the reactants [CH2:1]([NH:4][C:5](=[O:36])[NH:6][C:7]1[N:12]=[CH:11][C:10]([O:13][C:14]2[CH:15]=[C:16]([NH:20][C:21]([N:23]3[CH2:27][CH2:26][N:25]([C:28]4[CH:33]=[CH:32][C:31]([F:34])=[CH:30][CH:29]=4)[C:24]3=[O:35])=[O:22])[CH:17]=[CH:18][CH:19]=2)=[CH:9][CH:8]=1)[CH:2]=[CH2:3].[CH3:37][PH:38](=[O:40])[CH3:39].CC(N=NC(C#N)(C)C)(C#N)C, predict the reaction product. The product is: [CH3:37][P:38]([CH2:3][CH2:2][CH2:1][NH:4][C:5](=[O:36])[NH:6][C:7]1[N:12]=[CH:11][C:10]([O:13][C:14]2[CH:15]=[C:16]([NH:20][C:21]([N:23]3[CH2:27][CH2:26][N:25]([C:28]4[CH:29]=[CH:30][C:31]([F:34])=[CH:32][CH:33]=4)[C:24]3=[O:35])=[O:22])[CH:17]=[CH:18][CH:19]=2)=[CH:9][CH:8]=1)([CH3:39])=[O:40]. (3) The product is: [CH2:1]1[C@@H:6]([NH:7][C:8]([C@@H:10]([OH:14])[CH2:11][CH2:12][NH2:13])=[O:9])[C@H:5]([O:15][C@H:16]2[O:21][C@H:20]([CH2:22][OH:23])[C@@H:19]([OH:24])[C@H:18]([NH2:25])[C@H:17]2[OH:26])[C@@H:4]([OH:27])[C@H:3]([O:28][C@H:29]2[O:34][C@H:33]([CH2:35][NH2:36])[C@@H:32]([OH:37])[C@H:31]([OH:38])[C@H:30]2[OH:39])[C@H:2]1[NH2:40]. Given the reactants [CH2:1]1[C@@H:6]([NH:7][C:8]([C@@H:10]([OH:14])[CH2:11][CH2:12][NH2:13])=[O:9])[C@H:5]([O:15][C@H:16]2[O:21][C@H:20]([CH2:22][OH:23])[C@@H:19]([OH:24])[C@H:18]([NH2:25])[C@H:17]2[OH:26])[C@@H:4]([OH:27])[C@H:3]([O:28][C@H:29]2[O:34][C@H:33]([CH2:35][NH2:36])[C@@H:32]([OH:37])[C@H:31]([OH:38])[C@H:30]2[OH:39])[C@H:2]1[NH2:40].OS(O)(=O)=O.[OH-].[Na+].CCCCCCCCCCCCCCCC(OC[C@@H](OC(CCCCCCCCCCCCCCC)=O)COP(OCC[N+](C)(C)C)([O-])=O)=O.CC(CCC[C@H]([C@@H]1[C@]2(C)[C@H]([C@H]3[C@H](CC2)[C@]2(C)C(C[C@H](CC2)O)=CC3)CC1)C)C, predict the reaction product. (4) Given the reactants [CH3:1][C:2]([CH3:25])([CH3:24])[C:3]([O:5][CH2:6][C@H:7]1[CH2:11][C@H:10](OS(C)(=O)=O)[CH2:9][N:8]1[C:17]([O:19][C:20]([CH3:23])([CH3:22])[CH3:21])=[O:18])=[O:4].C([NH:30][N:31]=[N+:32]=[N-])(C)(C)C, predict the reaction product. The product is: [N:30]([C@H:10]1[CH2:9][N:8]([C:17]([O:19][C:20]([CH3:23])([CH3:22])[CH3:21])=[O:18])[C@@H:7]([CH2:6][O:5][C:3](=[O:4])[C:2]([CH3:25])([CH3:24])[CH3:1])[CH2:11]1)=[N+:31]=[N-:32]. (5) Given the reactants I[C:2]1[C:10]2[C:9]([O:11][CH2:12][CH:13]([CH3:15])[CH3:14])=[N:8][CH:7]=[N:6][C:5]=2[N:4]([S:16]([C:19]2[CH:24]=[CH:23][C:22]([CH3:25])=[CH:21][CH:20]=2)(=[O:18])=[O:17])[CH:3]=1.[CH2:26]([Sn](CCCC)(CCCC)CC=C)[CH2:27][CH2:28]C.Cl, predict the reaction product. The product is: [CH2:28]([C:2]1[C:10]2[C:9]([O:11][CH2:12][CH:13]([CH3:15])[CH3:14])=[N:8][CH:7]=[N:6][C:5]=2[N:4]([S:16]([C:19]2[CH:24]=[CH:23][C:22]([CH3:25])=[CH:21][CH:20]=2)(=[O:18])=[O:17])[CH:3]=1)[CH:27]=[CH2:26]. (6) Given the reactants [C:1]([O:5][C:6]([N:8]1[CH2:13][CH2:12][CH:11]([NH:14][C:15]2[CH:20]=[CH:19][C:18]([S:21][CH3:22])=[CH:17][CH:16]=2)[CH2:10][CH2:9]1)=[O:7])([CH3:4])([CH3:3])[CH3:2].Cl[CH2:24][C:25]1[CH:26]=[C:27]([C:31]2[CH:36]=[C:35]([O:37][CH3:38])[C:34]([O:39][CH3:40])=[C:33]([O:41][CH3:42])[CH:32]=2)[CH:28]=[N:29][CH:30]=1, predict the reaction product. The product is: [C:1]([O:5][C:6]([N:8]1[CH2:13][CH2:12][CH:11]([N:14]([C:15]2[CH:20]=[CH:19][C:18]([S:21][CH3:22])=[CH:17][CH:16]=2)[CH2:24][C:25]2[CH:26]=[C:27]([C:31]3[CH:36]=[C:35]([O:37][CH3:38])[C:34]([O:39][CH3:40])=[C:33]([O:41][CH3:42])[CH:32]=3)[CH:28]=[N:29][CH:30]=2)[CH2:10][CH2:9]1)=[O:7])([CH3:4])([CH3:3])[CH3:2].